From a dataset of Full USPTO retrosynthesis dataset with 1.9M reactions from patents (1976-2016). Predict the reactants needed to synthesize the given product. (1) Given the product [CH3:1][C:2]1[CH:7]=[CH:6][C:5]2[O:8]/[C:9](=[CH:24]\[C:17]3[C:18]4[C:23](=[CH:22][CH:21]=[CH:20][CH:19]=4)[N:15]([CH3:14])[CH:16]=3)/[C:10](=[O:11])/[C:12](=[CH:24]/[C:17]3[C:18]4[C:23](=[CH:22][CH:21]=[CH:20][CH:19]=4)[N:15]([CH3:14])[CH:16]=3)/[O:13][C:4]=2[CH:3]=1, predict the reactants needed to synthesize it. The reactants are: [CH3:1][C:2]1[CH:7]=[CH:6][C:5]2[O:8][CH2:9][C:10]([CH2:12][O:13][C:4]=2[CH:3]=1)=[O:11].[CH3:14][N:15]1[C:23]2[C:18](=[CH:19][CH:20]=[CH:21][CH:22]=2)[C:17]([CH:24]=O)=[CH:16]1. (2) Given the product [CH2:1]([O:3][C:4]([CH:5]1[CH2:6][CH2:7][N:8]([C:13]2[CH:18]=[CH:17][C:16]([N+:19]([O-:21])=[O:20])=[CH:15][CH:14]=2)[CH2:9][CH2:10]1)=[O:11])[CH3:2], predict the reactants needed to synthesize it. The reactants are: [CH2:1]([O:3][C:4](=[O:11])[CH:5]1[CH2:10][CH2:9][NH:8][CH2:7][CH2:6]1)[CH3:2].F[C:13]1[CH:18]=[CH:17][C:16]([N+:19]([O-:21])=[O:20])=[CH:15][CH:14]=1.C(=O)([O-])[O-].[K+].[K+]. (3) Given the product [CH3:1][C:2]1[N:27]([CH3:28])[C:5]2[CH:6]=[C:7]([C:22]([OH:24])=[O:23])[C:8]3[CH2:9][CH2:10][C:11]4([NH:20][C:21]=3[C:4]=2[N:3]=1)[CH2:19][C:18]1[C:13](=[CH:14][CH:15]=[CH:16][CH:17]=1)[CH2:12]4, predict the reactants needed to synthesize it. The reactants are: [CH3:1][C:2]1[N:27]([CH3:28])[C:5]2[CH:6]=[C:7]([C:22]([O:24]CC)=[O:23])[C:8]3[CH2:9][CH2:10][C:11]4([NH:20][C:21]=3[C:4]=2[N:3]=1)[CH2:19][C:18]1[C:13](=[CH:14][CH:15]=[CH:16][CH:17]=1)[CH2:12]4.[OH-].[Li+].Cl. (4) Given the product [Cl:1][C:2]1[CH:3]=[C:4]([C:9]2[S:10][C:11]([S:28]([C:25]3[CH:24]=[CH:23][C:22]([O:21][CH3:20])=[CH:27][CH:26]=3)(=[O:30])=[O:29])=[CH:12][C:13]=2[CH2:14][C:15]([O:17][CH2:18][CH3:19])=[O:16])[CH:5]=[CH:6][C:7]=1[Cl:8], predict the reactants needed to synthesize it. The reactants are: [Cl:1][C:2]1[CH:3]=[C:4]([C:9]2[S:10][CH:11]=[CH:12][C:13]=2[CH2:14][C:15]([O:17][CH2:18][CH3:19])=[O:16])[CH:5]=[CH:6][C:7]=1[Cl:8].[CH3:20][O:21][C:22]1[CH:27]=[CH:26][C:25]([S:28](Cl)(=[O:30])=[O:29])=[CH:24][CH:23]=1.[Cl-].[Al+3].[Cl-].[Cl-]. (5) Given the product [OH:24][CH2:23][C:3]1[CH:4]=[C:5]([C:11]([O:13][C:14]([CH3:17])([CH3:16])[CH3:15])=[O:12])[CH:6]=[N:7][C:8]=1[CH2:9][OH:18], predict the reactants needed to synthesize it. The reactants are: C([C:3]1[CH:4]=[C:5]([C:11]([O:13][C:14]([CH3:17])([CH3:16])[CH3:15])=[O:12])[CH:6]=[N:7][C:8]=1[CH:9]=C)=C.[O:18]=[O+][O-].[BH4-].[Na+].[CH3:23][OH:24]. (6) The reactants are: [CH3:1][O:2][C:3]1[CH:8]=[CH:7][CH:6]=[CH:5][C:4]=1[C:9]1[C:17]2[C:12](=[N:13][CH:14]=[C:15]([C:18]3[CH:19]=[C:20]([CH:25]=[CH:26][CH:27]=3)[C:21](=[NH:24])OC)[CH:16]=2)[NH:11][N:10]=1.[NH:28]1[CH2:33][CH2:32][O:31][CH2:30][CH2:29]1.C(N(CC)CC)C. Given the product [CH3:1][O:2][C:3]1[CH:8]=[CH:7][CH:6]=[CH:5][C:4]=1[C:9]1[C:17]2[C:12](=[N:13][CH:14]=[C:15]([C:18]3[CH:19]=[C:20]([C:21](=[NH:24])[N:28]4[CH2:33][CH2:32][O:31][CH2:30][CH2:29]4)[CH:25]=[CH:26][CH:27]=3)[CH:16]=2)[NH:11][N:10]=1, predict the reactants needed to synthesize it. (7) Given the product [Br:5][C:6]1[CH:7]=[CH:8][C:9]([S:12]([N:15]([CH2:17][C:18]2[S:19][CH:20]=[C:27]([C:26]([N:28]3[C:31]4[C:35](=[CH:36][CH:37]=[CH:42][CH:32]=4)[CH2:34][CH2:30][CH2:29]3)=[O:2])[N:22]=2)[CH3:16])(=[O:13])=[O:14])=[CH:10][CH:11]=1, predict the reactants needed to synthesize it. The reactants are: S(Cl)(Cl)=[O:2].[Br:5][C:6]1[CH:11]=[CH:10][C:9]([S:12]([N:15]([CH2:17][C:18]2(C(O)=O)[NH:22]C=[CH:20][S:19]2)[CH3:16])(=[O:14])=[O:13])=[CH:8][CH:7]=1.[CH2:26]([N:28]([CH2:31][CH3:32])[CH2:29][CH3:30])[CH3:27].N1[C:42]2[C:37](=CC=CC=2)[CH2:36][CH2:35][CH2:34]1.